This data is from Forward reaction prediction with 1.9M reactions from USPTO patents (1976-2016). The task is: Predict the product of the given reaction. (1) The product is: [F:1][C:2]1[CH:16]=[C:15]([F:17])[CH:14]=[CH:13][C:3]=1[CH2:4][N:5]([CH2:6][CH2:7][CH2:8][CH2:9][CH2:10][CH2:11][CH3:12])[C:33](=[O:35])[CH2:32][C:29]1[CH:28]=[CH:27][C:26]([O:25][CH2:24][C:23]2[CH:36]=[CH:37][CH:38]=[CH:39][C:22]=2[C:20]([O:19][CH3:18])=[O:21])=[CH:31][CH:30]=1. Given the reactants [F:1][C:2]1[CH:16]=[C:15]([F:17])[CH:14]=[CH:13][C:3]=1[CH2:4][NH:5][CH2:6][CH2:7][CH2:8][CH2:9][CH2:10][CH2:11][CH3:12].[CH3:18][O:19][C:20]([C:22]1[CH:39]=[CH:38][CH:37]=[CH:36][C:23]=1[CH2:24][O:25][C:26]1[CH:31]=[CH:30][C:29]([CH2:32][C:33]([OH:35])=O)=[CH:28][CH:27]=1)=[O:21].C(Cl)CCl, predict the reaction product. (2) Given the reactants C(OC(C1C(NC2C=CC(I)=CC=2F)=CC2N(CCN=2)C=1)=O)C.C(OC(=O)C1C(NC2C=CC(I)=CC=2F)=CC(Cl)=NC=1)C.[CH2:45]([O:47][C:48](=[O:68])[C:49]1[C:54]([NH:55][C:56]2[CH:61]=[CH:60][C:59]([I:62])=[CH:58][C:57]=2[F:63])=[CH:53][C:52]([NH:64][CH2:65][CH2:66][OH:67])=[N:51][CH:50]=1)[CH3:46].C(CN)O, predict the reaction product. The product is: [CH2:45]([O:47][C:48](=[O:68])[C:49]1[C:54]([NH:55][C:56]2[CH:61]=[CH:60][C:59]([I:62])=[CH:58][C:57]=2[F:63])=[CH:53][C:52]([NH:64][CH2:65][CH2:66][OH:67])=[N:51][CH:50]=1)[CH3:46]. (3) Given the reactants [Cl:1][C:2]1[N:7]=[C:6]([NH:8][C:9]2[CH:14]=[CH:13][C:12]([O:15][CH3:16])=[CH:11][CH:10]=2)[C:5]([NH2:17])=[CH:4][N:3]=1.[N:18](OCCCC)=O, predict the reaction product. The product is: [Cl:1][C:2]1[N:3]=[CH:4][C:5]2[N:17]=[N:18][N:8]([C:9]3[CH:10]=[CH:11][C:12]([O:15][CH3:16])=[CH:13][CH:14]=3)[C:6]=2[N:7]=1. (4) Given the reactants [C:1]1(/[C:7](/[C:17]2[CH:22]=[CH:21][C:20]([CH:23]=[CH:24][C:25](O)=[O:26])=[CH:19][CH:18]=2)=[C:8](/[C:11]2[CH:16]=[CH:15][CH:14]=[CH:13][CH:12]=2)\[CH2:9][CH3:10])[CH:6]=[CH:5][CH:4]=[CH:3][CH:2]=1.[Cl:28][CH2:29][CH2:30][CH2:31][S:32]([NH2:35])(=[O:34])=[O:33], predict the reaction product. The product is: [C:1]1([C:7]([C:17]2[CH:22]=[CH:21][C:20]([CH:23]=[CH:24][C:25]([NH:35][S:32]([CH2:31][CH2:30][CH2:29][Cl:28])(=[O:34])=[O:33])=[O:26])=[CH:19][CH:18]=2)=[C:8]([C:11]2[CH:16]=[CH:15][CH:14]=[CH:13][CH:12]=2)[CH2:9][CH3:10])[CH:2]=[CH:3][CH:4]=[CH:5][CH:6]=1. (5) The product is: [C:28]([C:18]1[CH:17]=[C:16]([NH2:15])[N:20]([C:21]2[CH:26]=[CH:25][CH:24]=[C:23]([O:27][CH2:40][CH2:39][O:38][CH:33]3[CH2:34][CH2:35][CH2:36][CH2:37][O:32]3)[CH:22]=2)[N:19]=1)([CH3:31])([CH3:30])[CH3:29]. Given the reactants CC(OC(/N=N/C(OC(C)C)=O)=O)C.[NH2:15][C:16]1[N:20]([C:21]2[CH:22]=[C:23]([OH:27])[CH:24]=[CH:25][CH:26]=2)[N:19]=[C:18]([C:28]([CH3:31])([CH3:30])[CH3:29])[CH:17]=1.[O:32]1[CH2:37][CH2:36][CH2:35][CH2:34][CH:33]1[O:38][CH2:39][CH2:40]O.C1(P(C2C=CC=CC=2)C2C=CC=CC=2)C=CC=CC=1, predict the reaction product. (6) Given the reactants [F:1][C:2]1[CH:3]=[C:4]([C:8]2[CH:12]=[C:11]([NH:13][C:14](=[O:16])[CH3:15])[NH:10][N:9]=2)[CH:5]=[CH:6][CH:7]=1.[I:17](O)(=O)=O.II, predict the reaction product. The product is: [F:1][C:2]1[CH:3]=[C:4]([C:8]2[C:12]([I:17])=[C:11]([NH:13][C:14](=[O:16])[CH3:15])[NH:10][N:9]=2)[CH:5]=[CH:6][CH:7]=1. (7) Given the reactants [NH2:1][CH2:2][CH2:3][CH2:4][C@H:5]([NH:13][C:14]([C:16]1[C:17](=[O:35])[N:18]([CH:22]([C:29]2[CH:34]=[CH:33][CH:32]=[CH:31][CH:30]=2)[C:23]2[CH:28]=[CH:27][CH:26]=[CH:25][CH:24]=2)[CH:19]=[CH:20][CH:21]=1)=[O:15])[C:6]([O:8][C:9]([CH3:12])([CH3:11])[CH3:10])=[O:7].[CH:36]([N:39]=[C:40]=[N:41][CH:42]([CH3:44])[CH3:43])([CH3:38])[CH3:37], predict the reaction product. The product is: [CH3:37][CH:36]([NH:39][C:40](=[N:1][CH2:2][CH2:3][CH2:4][C@H:5]([NH:13][C:14]([C:16]1[C:17](=[O:35])[N:18]([CH:22]([C:29]2[CH:34]=[CH:33][CH:32]=[CH:31][CH:30]=2)[C:23]2[CH:28]=[CH:27][CH:26]=[CH:25][CH:24]=2)[CH:19]=[CH:20][CH:21]=1)=[O:15])[C:6]([O:8][C:9]([CH3:12])([CH3:11])[CH3:10])=[O:7])[NH:41][CH:42]([CH3:44])[CH3:43])[CH3:38].